This data is from Reaction yield outcomes from USPTO patents with 853,638 reactions. The task is: Predict the reaction yield, written as a fraction of the theoretical maximum amount of product (1.0 means a 100% yield; for example, 0.34 means a 34% yield). (1) The reactants are [Cl:1][C:2]1[C:3]([NH:27][C:28]2[CH:33]=[CH:32][CH:31]=[C:30]([N+:34]([O-])=O)[CH:29]=2)=[N:4][C:5]([NH:8][C:9]2[CH:10]=[N:11][N:12]([CH:14]3[CH2:19][CH2:18][N:17]([C:20]([O:22][C:23]([CH3:26])([CH3:25])[CH3:24])=[O:21])[CH2:16][CH2:15]3)[CH:13]=2)=[N:6][CH:7]=1. The catalyst is C(O)C.[Ni]. The product is [NH2:34][C:30]1[CH:29]=[C:28]([NH:27][C:3]2[C:2]([Cl:1])=[CH:7][N:6]=[C:5]([NH:8][C:9]3[CH:10]=[N:11][N:12]([CH:14]4[CH2:19][CH2:18][N:17]([C:20]([O:22][C:23]([CH3:26])([CH3:25])[CH3:24])=[O:21])[CH2:16][CH2:15]4)[CH:13]=3)[N:4]=2)[CH:33]=[CH:32][CH:31]=1. The yield is 0.860. (2) The reactants are [CH3:1][O:2][CH2:3][CH2:4][O:5][C:6]1[CH:11]=[CH:10][C:9]([NH:12][C:13]2[N:21]=[C:20]3[C:16]([NH:17][C:18](=[O:36])[N:19]3[C:22]3[CH:23]=[C:24]([NH:28]C(=O)OC(C)(C)C)[CH:25]=[CH:26][CH:27]=3)=[CH:15][N:14]=2)=[CH:8][CH:7]=1.C(O)(C(F)(F)F)=O. The catalyst is C(Cl)Cl. The product is [NH2:28][C:24]1[CH:23]=[C:22]([N:19]2[C:18](=[O:36])[NH:17][C:16]3[C:20]2=[N:21][C:13]([NH:12][C:9]2[CH:10]=[CH:11][C:6]([O:5][CH2:4][CH2:3][O:2][CH3:1])=[CH:7][CH:8]=2)=[N:14][CH:15]=3)[CH:27]=[CH:26][CH:25]=1. The yield is 0.890. (3) The reactants are C(ON=O)(C)(C)C.[CH3:8][CH:9]([C:11]1[N:15]=[C:14](N)[S:13][N:12]=1)[CH3:10].[BrH:17].O. The catalyst is CC(C)=O.C(Cl)Cl. The product is [Br:17][C:14]1[S:13][N:12]=[C:11]([CH:9]([CH3:10])[CH3:8])[N:15]=1. The yield is 0.740. (4) The reactants are FC(F)(F)C(O)=O.[Cl:8][C:9]1[CH:10]=[C:11]([NH:16][C:17]2[C:26]3[C:21](=[CH:22][C:23]([OH:29])=[C:24]([O:27][CH3:28])[CH:25]=3)[N:20]=[CH:19][N:18]=2)[CH:12]=[CH:13][C:14]=1[Cl:15].CS(O[CH:35]1[CH2:49][C@@H:38]2[CH2:39][N:40]([C:42]([O:44][C:45]([CH3:48])([CH3:47])[CH3:46])=[O:43])[CH2:41][C@@H:37]2[CH2:36]1)(=O)=O.C(=O)([O-])[O-].[K+].[K+]. The catalyst is CN(C)C(=O)C.CO.C(OCC)(=O)C. The product is [Cl:8][C:9]1[CH:10]=[C:11]([NH:16][C:17]2[C:26]3[C:21](=[CH:22][C:23]([O:29][CH:35]4[CH2:49][C@@H:38]5[CH2:39][N:40]([C:42]([O:44][C:45]([CH3:47])([CH3:46])[CH3:48])=[O:43])[CH2:41][C@@H:37]5[CH2:36]4)=[C:24]([O:27][CH3:28])[CH:25]=3)[N:20]=[CH:19][N:18]=2)[CH:12]=[CH:13][C:14]=1[Cl:15]. The yield is 0.980. (5) The reactants are [CH2:1]([N:8]1[CH2:17][CH2:16][C:15]2[C:14](Cl)=[N:13][CH:12]=[N:11][C:10]=2[CH2:9]1)[C:2]1[CH:7]=[CH:6][CH:5]=[CH:4][CH:3]=1.[F:19][C:20]1[CH:25]=[CH:24][C:23]([NH2:26])=[CH:22][CH:21]=1. The catalyst is C(#N)C. The product is [CH2:1]([N:8]1[CH2:17][CH2:16][C:15]2[C:14]([NH:26][C:23]3[CH:24]=[CH:25][C:20]([F:19])=[CH:21][CH:22]=3)=[N:13][CH:12]=[N:11][C:10]=2[CH2:9]1)[C:2]1[CH:7]=[CH:6][CH:5]=[CH:4][CH:3]=1. The yield is 0.970. (6) The reactants are [CH3:1][C:2]([CH3:5])([O-])[CH3:3].[K+].CO[C:9]1[CH:10]=[C:11](Cl)[CH:12]=[C:13](OC)[CH:14]=1.[C:18]1([NH2:24])C=C[CH:21]=[CH:20][CH:19]=1.[C:25]1(C)C=CC=CC=1. The catalyst is C1C=CC(/C=C/C(/C=C/C2C=CC=CC=2)=O)=CC=1.C1C=CC(/C=C/C(/C=C/C2C=CC=CC=2)=O)=CC=1.C1C=CC(/C=C/C(/C=C/C2C=CC=CC=2)=O)=CC=1.[Pd].[Pd]. The product is [C:9]1([N:24]([C:18]2[CH:19]=[C:20]([CH3:21])[CH:3]=[C:2]([CH3:5])[CH:1]=2)[CH3:25])[CH:10]=[CH:11][CH:12]=[CH:13][CH:14]=1. The yield is 0.570. (7) The reactants are C(N(CC)CC)C.Br[C:9]1[C:10]([NH2:27])=[N:11][CH:12]=[C:13]([C:15]2[CH:20]=[CH:19][C:18]([S:21]([CH:24]([CH3:26])[CH3:25])(=[O:23])=[O:22])=[CH:17][CH:16]=2)[N:14]=1.[CH3:28][Si:29]([C:32]#[CH:33])([CH3:31])[CH3:30]. The catalyst is CN(C=O)C.[Cu]I.C1C=CC([P]([Pd]([P](C2C=CC=CC=2)(C2C=CC=CC=2)C2C=CC=CC=2)([P](C2C=CC=CC=2)(C2C=CC=CC=2)C2C=CC=CC=2)[P](C2C=CC=CC=2)(C2C=CC=CC=2)C2C=CC=CC=2)(C2C=CC=CC=2)C2C=CC=CC=2)=CC=1. The product is [CH:24]([S:21]([C:18]1[CH:19]=[CH:20][C:15]([C:13]2[N:14]=[C:9]([C:33]#[C:32][Si:29]([CH3:31])([CH3:30])[CH3:28])[C:10]([NH2:27])=[N:11][CH:12]=2)=[CH:16][CH:17]=1)(=[O:23])=[O:22])([CH3:26])[CH3:25]. The yield is 0.780.